From a dataset of Full USPTO retrosynthesis dataset with 1.9M reactions from patents (1976-2016). Predict the reactants needed to synthesize the given product. (1) Given the product [Cl:8][C:5]1[CH:6]=[CH:7][C:2]([C:22]2[CH:21]=[N:20][N:19]([CH:18]([F:33])[F:17])[CH:23]=2)=[C:3]([C:9]2[CH:14]=[C:13]([O:15][CH3:16])[N:12]=[CH:11][N:10]=2)[CH:4]=1, predict the reactants needed to synthesize it. The reactants are: Br[C:2]1[CH:7]=[CH:6][C:5]([Cl:8])=[CH:4][C:3]=1[C:9]1[CH:14]=[C:13]([O:15][CH3:16])[N:12]=[CH:11][N:10]=1.[F:17][CH:18]([F:33])[N:19]1[CH:23]=[C:22](B2OC(C)(C)C(C)(C)O2)[CH:21]=[N:20]1.OP([O-])(O)=O.[K+].C1COCC1. (2) Given the product [ClH:24].[CH:18]1[C:19]2[C:14](=[C:13]([NH:12][CH2:11][CH2:10][CH2:9][NH:8][CH3:6])[CH:22]=[CH:21][CH:20]=2)[CH:15]=[CH:16][N:17]=1, predict the reactants needed to synthesize it. The reactants are: C(O[C:6]([N:8](C)[CH2:9][CH2:10][CH2:11][NH:12][C:13]1[CH:22]=[CH:21][CH:20]=[C:19]2[C:14]=1[CH:15]=[CH:16][N:17]=[CH:18]2)=O)(C)(C)C.[ClH:24].CO. (3) Given the product [Cl:1][C:2]1[C:3]([OH:22])=[C:4]([NH:8][S:9]([C:12]2[CH:13]=[C:14]([CH:19]=[CH:20][CH:21]=2)[C:15]([OH:17])=[O:16])(=[O:11])=[O:10])[CH:5]=[N:6][CH:7]=1, predict the reactants needed to synthesize it. The reactants are: [Cl:1][C:2]1[C:3]([OH:22])=[C:4]([NH:8][S:9]([C:12]2[CH:13]=[C:14]([CH:19]=[CH:20][CH:21]=2)[C:15]([O:17]C)=[O:16])(=[O:11])=[O:10])[CH:5]=[N:6][CH:7]=1.[OH-].[Na+]. (4) Given the product [CH2:1]([O:3][C:4]1[CH:9]=[C:8]([O:10][CH2:11][CH2:12][CH2:13][C:14]2[C:15]([OH:29])=[N:16][N:17]([C:19]3[CH:24]=[CH:23][C:22]([C:25]([F:28])([F:26])[F:27])=[CH:21][N:20]=3)[CH:18]=2)[CH:7]=[CH:6][C:5]=1[CH2:30][CH2:31][C:32]([OH:34])=[O:33])[CH3:2], predict the reactants needed to synthesize it. The reactants are: [CH2:1]([O:3][C:4]1[CH:9]=[C:8]([O:10][CH2:11][CH2:12][CH2:13][C:14]2[C:15]([OH:29])=[N:16][N:17]([C:19]3[CH:24]=[CH:23][C:22]([C:25]([F:28])([F:27])[F:26])=[CH:21][N:20]=3)[CH:18]=2)[CH:7]=[CH:6][C:5]=1[CH2:30][CH2:31][C:32]([O:34]C)=[O:33])[CH3:2].[OH-].[Na+].O1CCCC1. (5) Given the product [Cl:27][C:25]1[CH:26]=[C:21]([C:15]2([C:17]([F:19])([F:20])[F:18])[O:14][N:13]=[C:12]([C:10]3[CH:9]=[CH:8][C:7]4[B:29]([OH:33])[O:30][CH2:31][C:6]=4[CH:11]=3)[CH2:16]2)[CH:22]=[C:23]([Cl:28])[CH:24]=1, predict the reactants needed to synthesize it. The reactants are: C(OC[C:6]1[CH:11]=[C:10]([C:12]2[CH2:16][C:15]([C:21]3[CH:26]=[C:25]([Cl:27])[CH:24]=[C:23]([Cl:28])[CH:22]=3)([C:17]([F:20])([F:19])[F:18])[O:14][N:13]=2)[CH:9]=[CH:8][C:7]=1[B:29]1[O:33]C(C)(C)[C:31](C)(C)[O:30]1)(=O)C.O[Li].O.Cl. (6) Given the product [CH2:28]([N:25]1[CH2:26][CH2:27][C:22](=[C:8]([C:3]2[CH:4]=[CH:5][CH:6]=[CH:7][C:2]=2[NH:1][CH2:34][CH3:36])[C:9]2[CH:21]=[CH:20][C:12]([C:13]([N:15]([CH2:18][CH3:19])[CH2:16][CH3:17])=[O:14])=[CH:11][CH:10]=2)[CH2:23][CH2:24]1)[CH2:29][CH2:30][CH3:31], predict the reactants needed to synthesize it. The reactants are: [NH2:1][C:2]1[CH:7]=[CH:6][CH:5]=[CH:4][C:3]=1[C:8](=[C:22]1[CH2:27][CH2:26][N:25]([CH2:28][CH2:29][CH2:30][CH3:31])[CH2:24][CH2:23]1)[C:9]1[CH:21]=[CH:20][C:12]([C:13]([N:15]([CH2:18][CH3:19])[CH2:16][CH3:17])=[O:14])=[CH:11][CH:10]=1.[BH-](OC(C)=O)(OC(C)=O)O[C:34]([CH3:36])=O.[Na+].C(O)(C(F)(F)F)=O.